Task: Predict which catalyst facilitates the given reaction.. Dataset: Catalyst prediction with 721,799 reactions and 888 catalyst types from USPTO (1) Reactant: [C:1]1([C:7]([C:26]2[CH:31]=[CH:30][CH:29]=[CH:28][CH:27]=2)([C:20]2[CH:25]=[CH:24][CH:23]=[CH:22][CH:21]=2)[N:8]2[CH:12]=[N:11][C:10]([CH2:13][CH2:14][C:15](OCC)=[O:16])=[N:9]2)[CH:6]=[CH:5][CH:4]=[CH:3][CH:2]=1.[H-].[Al+3].[Li+].[H-].[H-].[H-].O.[OH-].[Na+]. Product: [C:26]1([C:7]([C:1]2[CH:6]=[CH:5][CH:4]=[CH:3][CH:2]=2)([C:20]2[CH:21]=[CH:22][CH:23]=[CH:24][CH:25]=2)[N:8]2[CH:12]=[N:11][C:10]([CH2:13][CH2:14][CH2:15][OH:16])=[N:9]2)[CH:31]=[CH:30][CH:29]=[CH:28][CH:27]=1. The catalyst class is: 1. (2) Product: [CH2:1]([C@H:3]1[C@@:7]([CH2:9][CH3:10])([OH:8])[CH2:6][CH2:5][NH:4]1)[CH3:2]. Reactant: [CH2:1]([C@H:3]1[C@@:7]([CH2:9][CH3:10])([OH:8])[CH2:6][CH2:5][N:4]1C(OCC1C=CC=CC=1)=O)[CH3:2]. The catalyst class is: 386. (3) Reactant: [N:1]1([C@H:7]2[CH2:10][C@H:9]([C:11]3[S:12][C:13]4[CH:19]=[C:18]([C:20]5[CH:21]=[N:22][N:23](C(C6C=CC=CC=6)(C6C=CC=CC=6)C6C=CC=CC=6)[CH:24]=5)[CH:17]=[CH:16][C:14]=4[N:15]=3)[CH2:8]2)[CH2:6][CH2:5][CH2:4][CH2:3][CH2:2]1. Product: [N:1]1([C@H:7]2[CH2:8][C@H:9]([C:11]3[S:12][C:13]4[CH:19]=[C:18]([C:20]5[CH:24]=[N:23][NH:22][CH:21]=5)[CH:17]=[CH:16][C:14]=4[N:15]=3)[CH2:10]2)[CH2:6][CH2:5][CH2:4][CH2:3][CH2:2]1. The catalyst class is: 106. (4) Reactant: [NH2:1][C:2]1[CH:7]=[CH:6][C:5]([C:8]2[CH:9]=[CH:10][N:11]3[C:16]([C:17]=2[CH3:18])=[C:15]([CH:19]2[CH2:21][CH2:20]2)[CH:14]=[C:13]([C:22]([O:24][CH2:25][CH3:26])=[O:23])[C:12]3=[O:27])=[CH:4][CH:3]=1.[C:28](OC(=O)C)(=[O:30])[CH3:29].O. Product: [C:28]([NH:1][C:2]1[CH:3]=[CH:4][C:5]([C:8]2[CH:9]=[CH:10][N:11]3[C:16]([C:17]=2[CH3:18])=[C:15]([CH:19]2[CH2:21][CH2:20]2)[CH:14]=[C:13]([C:22]([O:24][CH2:25][CH3:26])=[O:23])[C:12]3=[O:27])=[CH:6][CH:7]=1)(=[O:30])[CH3:29]. The catalyst class is: 17. (5) Reactant: Cl.[Br:2][C:3]1[CH:8]=[CH:7][C:6]([C:9]2([NH2:13])[CH2:12][CH2:11][CH2:10]2)=[CH:5][CH:4]=1.C(N(C(C)C)CC)(C)C.[C:23]([O:27][C:28](O[C:28]([O:27][C:23]([CH3:26])([CH3:25])[CH3:24])=[O:29])=[O:29])([CH3:26])([CH3:25])[CH3:24]. Product: [C:23]([O:27][C:28](=[O:29])[NH:13][C:9]1([C:6]2[CH:5]=[CH:4][C:3]([Br:2])=[CH:8][CH:7]=2)[CH2:12][CH2:11][CH2:10]1)([CH3:26])([CH3:25])[CH3:24]. The catalyst class is: 1. (6) Reactant: [Cl:1][C:2]1[CH:3]=[C:4]([N:12]([C@H:15]2[C@H:19]([O:20][CH2:21][CH3:22])[CH2:18][O:17][CH2:16]2)[CH2:13][CH3:14])[C:5]([CH3:11])=[C:6]([CH:10]=1)[C:7]([OH:9])=O.[CH3:23][O:24][C:25]1[N:29]([CH3:30])[N:28]=[C:27]([CH3:31])[C:26]=1[CH2:32][NH2:33].C(N(CC)CC)C.C1CN([P+](ON2N=NC3C=CC=CC2=3)(N2CCCC2)N2CCCC2)CC1.F[P-](F)(F)(F)(F)F. Product: [Cl:1][C:2]1[CH:3]=[C:4]([N:12]([C@H:15]2[C@H:19]([O:20][CH2:21][CH3:22])[CH2:18][O:17][CH2:16]2)[CH2:13][CH3:14])[C:5]([CH3:11])=[C:6]([CH:10]=1)[C:7]([NH:33][CH2:32][C:26]1[C:27]([CH3:31])=[N:28][N:29]([CH3:30])[C:25]=1[O:24][CH3:23])=[O:9]. The catalyst class is: 16. (7) Reactant: [Cl:1][C:2]1[CH:14]=[CH:13][C:12]([CH3:15])=[CH:11][C:3]=1[O:4][C@@H:5]([CH3:10])[C:6]([O:8][CH3:9])=[O:7].C1C(=O)N([Br:23])C(=O)C1.CC(N=NC(C#N)(C)C)(C#N)C. Product: [Br:23][CH2:15][C:12]1[CH:13]=[CH:14][C:2]([Cl:1])=[C:3]([CH:11]=1)[O:4][C@@H:5]([CH3:10])[C:6]([O:8][CH3:9])=[O:7]. The catalyst class is: 53.